From a dataset of Forward reaction prediction with 1.9M reactions from USPTO patents (1976-2016). Predict the product of the given reaction. (1) Given the reactants [OH:1][C:2]1[CH:9]=[CH:8][C:5]([CH:6]=[O:7])=[CH:4][C:3]=1[CH3:10].C([O-])([O-])=O.[K+].[K+].Cl[C:18]1[CH:25]=[CH:24][C:21]([C:22]#[N:23])=[CH:20][N:19]=1.O, predict the reaction product. The product is: [CH:6]([C:5]1[CH:8]=[CH:9][C:2]([O:1][C:18]2[CH:25]=[CH:24][C:21]([C:22]#[N:23])=[CH:20][N:19]=2)=[C:3]([CH3:10])[CH:4]=1)=[O:7]. (2) Given the reactants [NH:1]([C:8]1[CH:16]=[C:15]([C:17](O)=[O:18])[C:14]([NH:20][C:21]2[CH:26]=[CH:25][CH:24]=[CH:23][CH:22]=2)=[CH:13][C:9]=1[C:10](O)=[O:11])[C:2]1[CH:7]=[CH:6][CH:5]=[CH:4][CH:3]=1.CO, predict the reaction product. The product is: [CH:24]1[CH:25]=[C:26]2[C:17]([C:15]3[C:14]([NH:20][C:21]2=[CH:22][CH:23]=1)=[CH:13][C:9]1[C:10]([C:7]2[C:2]([NH:1][C:8]=1[CH:16]=3)=[CH:3][CH:4]=[CH:5][CH:6]=2)=[O:11])=[O:18]. (3) Given the reactants [H-].[H-].[H-].[H-].[Li+].[Al+3].[CH3:7][N:8]1[C:12]([C:13](OCC)=[O:14])=[C:11]([CH3:18])[CH:10]=[N:9]1, predict the reaction product. The product is: [CH3:7][N:8]1[C:12]([CH2:13][OH:14])=[C:11]([CH3:18])[CH:10]=[N:9]1. (4) Given the reactants [CH3:1][C:2]1[C:7]([CH3:8])=[CH:6][C:5]([NH:9][CH2:10][CH2:11][CH3:12])=[C:4]([N+:13]([O-])=O)[CH:3]=1, predict the reaction product. The product is: [CH3:1][C:2]1[CH:3]=[C:4]([NH2:13])[C:5]([NH:9][CH2:10][CH2:11][CH3:12])=[CH:6][C:7]=1[CH3:8]. (5) Given the reactants [CH2:1]([C@@H:8]1[CH2:13][N:12]([CH2:14][C:15]2[CH:20]=[CH:19][CH:18]=[CH:17][CH:16]=2)[CH2:11][CH2:10][N:9]1[C:21]([C:23]1[N:24]=[CH:25][N:26]([CH2:34][CH:35]2[CH2:40][CH2:39][CH2:38][CH2:37][N:36]2C(OC(C)(C)C)=O)[C:27]=1[C:28]1[CH:33]=[CH:32][CH:31]=[CH:30][CH:29]=1)=[O:22])[C:2]1[CH:7]=[CH:6][CH:5]=[CH:4][CH:3]=1.C(O)(C(F)(F)F)=O, predict the reaction product. The product is: [CH2:1]([C@@H:8]1[CH2:13][N:12]([CH2:14][C:15]2[CH:16]=[CH:17][CH:18]=[CH:19][CH:20]=2)[CH2:11][CH2:10][N:9]1[C:21]([C:23]1[N:24]=[CH:25][N:26]([CH2:34][CH:35]2[CH2:40][CH2:39][CH2:38][CH2:37][NH:36]2)[C:27]=1[C:28]1[CH:33]=[CH:32][CH:31]=[CH:30][CH:29]=1)=[O:22])[C:2]1[CH:3]=[CH:4][CH:5]=[CH:6][CH:7]=1. (6) Given the reactants [CH3:1][C:2]([NH2:19])([CH3:18])[CH2:3][NH:4][C:5]1[C:14]2[C:9](=[CH:10][CH:11]=[CH:12][CH:13]=2)[N:8]=[CH:7][C:6]=1[N+:15]([O-])=O.C(O)(C)C, predict the reaction product. The product is: [NH2:19][C:2]([CH3:18])([CH3:1])[CH2:3][NH:4][C:5]1[C:14]2[C:9](=[CH:10][CH:11]=[CH:12][CH:13]=2)[N:8]=[CH:7][C:6]=1[NH2:15]. (7) Given the reactants [CH:1]1([C:4]2[CH:9]=[C:8]([C:10]#[CH:11])[CH:7]=[CH:6][C:5]=2[O:12][CH:13]([F:15])[F:14])[CH2:3][CH2:2]1.Br[C:17]1[CH:22]=[CH:21][C:20]([F:23])=[C:19]([O:24][CH2:25][CH2:26][CH2:27][F:28])[CH:18]=1.N#N, predict the reaction product. The product is: [CH:1]1([C:4]2[CH:9]=[C:8]([C:10]#[C:11][C:17]3[CH:22]=[CH:21][C:20]([F:23])=[C:19]([O:24][CH2:25][CH2:26][CH2:27][F:28])[CH:18]=3)[CH:7]=[CH:6][C:5]=2[O:12][CH:13]([F:14])[F:15])[CH2:3][CH2:2]1. (8) Given the reactants [O:1]=[C:2]([N:10]1[CH2:14][CH2:13][CH2:12][C@H:11]1[C:15]([OH:17])=[O:16])[C:3](=[O:9])[C:4]([CH3:8])([CH3:7])[CH2:5][CH3:6].[CH2:18](O)[CH2:19][C:20]1[CH:25]=[CH:24][CH:23]=[CH:22][CH:21]=1.C1(N=C=NC2CCCCC2)CCCCC1, predict the reaction product. The product is: [CH3:8][C:4]([CH3:7])([CH2:5][CH3:6])[C:3](=[O:9])[C:2]([N:10]1[CH2:14][CH2:13][CH2:12][C@H:11]1[C:15]([O:17][CH2:18][CH2:19][C:20]1[CH:25]=[CH:24][CH:23]=[CH:22][CH:21]=1)=[O:16])=[O:1]. (9) The product is: [Br:26][C:27]1[CH:39]=[CH:38][C:37]2[C:36]3[C:31](=[CH:32][CH:33]=[CH:34][CH:35]=3)[N:30]([C:6]3[CH:7]=[CH:2][CH:3]=[C:4]([C:8]4[CH:25]=[CH:24][C:23]5[C:22]6[C:17](=[CH:18][CH:19]=[CH:20][CH:21]=6)[C:16]6[C:11](=[CH:12][CH:13]=[CH:14][CH:15]=6)[C:10]=5[CH:9]=4)[CH:5]=3)[C:29]=2[CH:28]=1. Given the reactants I[C:2]1[CH:3]=[C:4]([C:8]2[CH:25]=[CH:24][C:23]3[C:22]4[C:17](=[CH:18][CH:19]=[CH:20][CH:21]=4)[C:16]4[C:11](=[CH:12][CH:13]=[CH:14][CH:15]=4)[C:10]=3[CH:9]=2)[CH:5]=[CH:6][CH:7]=1.[Br:26][C:27]1[CH:39]=[CH:38][C:37]2[C:36]3[C:31](=[CH:32][CH:33]=[CH:34][CH:35]=3)[NH:30][C:29]=2[CH:28]=1.C1(N)CCCCC1N, predict the reaction product.